This data is from Reaction yield outcomes from USPTO patents with 853,638 reactions. The task is: Predict the reaction yield, written as a fraction of the theoretical maximum amount of product (1.0 means a 100% yield; for example, 0.34 means a 34% yield). The reactants are C(NC1C=CC(C2C=C3C(CN([C@@H](C(C)C)C(OC)=O)C3=O)=CC=2)=CC=1)(=O)C1C=CC=CC=1.[NH2:34][C:35]1[CH:40]=[CH:39][C:38]([C:41]2[CH:49]=[C:48]3[C:44]([CH2:45][N:46]([C@@H:51]([CH:56]([CH3:58])[CH3:57])[C:52]([O:54][CH3:55])=[O:53])[C:47]3=[O:50])=[CH:43][CH:42]=2)=[CH:37][CH:36]=1.[F:59][C:60]1[CH:68]=[CH:67][C:63]([C:64](Cl)=[O:65])=[CH:62][C:61]=1[CH3:69]. No catalyst specified. The product is [F:59][C:60]1[CH:68]=[CH:67][C:63]([C:64]([NH:34][C:35]2[CH:36]=[CH:37][C:38]([C:41]3[CH:49]=[C:48]4[C:44]([CH2:45][N:46]([C@@H:51]([CH:56]([CH3:58])[CH3:57])[C:52]([O:54][CH3:55])=[O:53])[C:47]4=[O:50])=[CH:43][CH:42]=3)=[CH:39][CH:40]=2)=[O:65])=[CH:62][C:61]=1[CH3:69]. The yield is 0.850.